This data is from Full USPTO retrosynthesis dataset with 1.9M reactions from patents (1976-2016). The task is: Predict the reactants needed to synthesize the given product. (1) Given the product [C:21]([O:20][C:18]([N:15]1[CH2:16][CH2:17][CH:12]([N:11]([S:8]([C:6]2[CH:7]=[C:2]([Br:1])[CH:3]=[CH:4][C:5]=2[O:25][CH3:26])(=[O:9])=[O:10])[CH2:33][C:34]([F:37])([F:36])[F:35])[CH2:13][CH2:14]1)=[O:19])([CH3:22])([CH3:23])[CH3:24], predict the reactants needed to synthesize it. The reactants are: [Br:1][C:2]1[CH:3]=[CH:4][C:5]([O:25][CH3:26])=[C:6]([S:8]([NH:11][CH:12]2[CH2:17][CH2:16][N:15]([C:18]([O:20][C:21]([CH3:24])([CH3:23])[CH3:22])=[O:19])[CH2:14][CH2:13]2)(=[O:10])=[O:9])[CH:7]=1.FC(F)(F)S(O[CH2:33][C:34]([F:37])([F:36])[F:35])(=O)=O.C(=O)([O-])[O-].[K+].[K+].O. (2) The reactants are: C([O:8][C@@H:9]1[C@@H:17]([C@@:18]([OH:24])([CH3:23])[C:19]([F:22])([F:21])[F:20])[O:16][C@H:15]2[C@H:11]([N:12]=[C:13]([N:25](C)[C:26](=O)OC(C)(C)C)[S:14]2)[C@@H:10]1[F:34])C1C=CC=CC=1.[Si](C(F)(F)F)(C)(C)C.B(Cl)(Cl)Cl. Given the product [F:34][C@H:10]1[C@H:11]2[N:12]=[C:13]([NH:25][CH3:26])[S:14][C@H:15]2[O:16][C@H:17]([C@@:18]([OH:24])([CH3:23])[C:19]([F:22])([F:21])[F:20])[C@H:9]1[OH:8], predict the reactants needed to synthesize it. (3) Given the product [NH2:1][C:2]1[N:7]=[CH:6][N:5]=[C:4]([NH:8][C@H:9]([C:11]2[N:16]([C:17]3[CH:22]=[CH:21][CH:20]=[CH:19][CH:18]=3)[C:15](=[O:23])[C:14]3=[C:24]([CH3:27])[CH:25]=[CH:26][N:13]3[N:12]=2)[CH3:10])[C:3]=1[C:35]1[CH:36]=[C:37]2[C:32]([CH:31]=[CH:30][NH:29]2)=[CH:33][CH:34]=1, predict the reactants needed to synthesize it. The reactants are: [NH2:1][C:2]1[N:7]=[CH:6][N:5]=[C:4]([NH:8][C@H:9]([C:11]2[N:16]([C:17]3[CH:22]=[CH:21][CH:20]=[CH:19][CH:18]=3)[C:15](=[O:23])[C:14]3=[C:24]([CH3:27])[CH:25]=[CH:26][N:13]3[N:12]=2)[CH3:10])[C:3]=1I.[NH:29]1[C:37]2[C:32](=[CH:33][CH:34]=[C:35](B(O)O)[CH:36]=2)[CH:31]=[CH:30]1.C(=O)([O-])[O-].[Na+].[Na+]. (4) The reactants are: [CH3:1][C:2]1[NH:3][C:4]2[C:9]([CH:10]=1)=[CH:8][C:7]([NH2:11])=[CH:6][CH:5]=2.C(OC([NH:19][CH2:20][C:21]1[CH:26]=[CH:25][C:24]([CH2:27][C@H:28]([NH:32]C(OCC2C3C=CC=CC=3C3C2=CC=CC=3)=O)[C:29](O)=[O:30])=[CH:23][CH:22]=1)=O)(C)(C)C.[N:50]([C:53]1[CH:58]=[CH:57][C:56]([C:59]2[CH:64]=[CH:63][CH:62]=[CH:61][CH:60]=2)=[CH:55][CH:54]=1)=[C:51]=[O:52]. Given the product [NH2:19][CH2:20][C:21]1[CH:26]=[CH:25][C:24]([CH2:27][C@H:28]([NH:32][C:51]([NH:50][C:53]2[CH:58]=[CH:57][C:56]([C:59]3[CH:60]=[CH:61][CH:62]=[CH:63][CH:64]=3)=[CH:55][CH:54]=2)=[O:52])[C:29]([NH:11][C:7]2[CH:8]=[C:9]3[C:4](=[CH:5][CH:6]=2)[NH:3][C:2]([CH3:1])=[CH:10]3)=[O:30])=[CH:23][CH:22]=1, predict the reactants needed to synthesize it. (5) Given the product [CH2:9]([N:7]1[CH:8]=[C:4]([NH2:1])[CH:5]=[N:6]1)[CH2:10][C:11]1[CH:12]=[CH:13][CH:14]=[CH:15][CH:16]=1, predict the reactants needed to synthesize it. The reactants are: [N+:1]([C:4]1[CH:5]=[N:6][N:7]([CH2:9][CH2:10][C:11]2[CH:16]=[CH:15][CH:14]=[CH:13][CH:12]=2)[CH:8]=1)([O-])=O. (6) Given the product [OH:8][C:9]1[CH:10]=[CH:11][C:12](/[C:15](=[C:16](/[C:19]2[CH:20]=[CH:21][C:22]([OH:25])=[CH:23][CH:24]=2)\[C:17]#[N:18])/[C:33]#[N:34])=[CH:13][CH:14]=1, predict the reactants needed to synthesize it. The reactants are: S(CCC[O:8][C:9]1[CH:14]=[CH:13][C:12]([C:15]([C:33]#[N:34])=[C:16]([C:19]2[CH:24]=[CH:23][C:22]([O:25]CCCS([O-])(=O)=O)=[CH:21][CH:20]=2)[C:17]#[N:18])=[CH:11][CH:10]=1)([O-])(=O)=O.[Na+].[Na+].COC1C=CC(/C(=C(/C2C=CC(OC)=CC=2)\C#N)/C#N)=CC=1. (7) Given the product [C:31]1([CH:37]([C:40]2[NH:10][C:9]3=[N:8][C:7]([N:11]4[CH2:16][CH2:15][CH2:14][C@@H:13]([C:17]([N:19]5[CH2:23][CH2:22][CH2:21][CH2:20]5)=[O:18])[CH2:12]4)=[CH:6][CH:5]=[C:4]3[N:3]=2)[CH3:38])[CH:36]=[CH:35][CH:34]=[CH:33][CH:32]=1, predict the reactants needed to synthesize it. The reactants are: Cl.Cl.[NH2:3][C:4]1[CH:5]=[CH:6][C:7]([N:11]2[CH2:16][CH2:15][CH2:14][C@@H:13]([C:17]([N:19]3[CH2:23][CH2:22][CH2:21][CH2:20]3)=[O:18])[CH2:12]2)=[N:8][C:9]=1[NH2:10].C(N(CC)CC)C.[C:31]1([CH:37]([CH3:40])[CH:38]=O)[CH:36]=[CH:35][CH:34]=[CH:33][CH:32]=1.